Dataset: Full USPTO retrosynthesis dataset with 1.9M reactions from patents (1976-2016). Task: Predict the reactants needed to synthesize the given product. (1) Given the product [Cl:1][C:2]1[C:3]([NH:20][CH2:28][C:29]([O:31][CH3:32])=[O:30])=[CH:4][S:5][C:6]=1[C:7]1[CH:12]=[CH:11][CH:10]=[C:9]([NH:13][CH:14]2[CH2:19][CH2:18][CH2:17][CH2:16][CH2:15]2)[CH:8]=1, predict the reactants needed to synthesize it. The reactants are: [Cl:1][C:2]1[C:3]([NH2:20])=[CH:4][S:5][C:6]=1[C:7]1[CH:12]=[CH:11][CH:10]=[C:9]([NH:13][CH:14]2[CH2:19][CH2:18][CH2:17][CH2:16][CH2:15]2)[CH:8]=1.C([O-])([O-])=O.[K+].[K+].Br[CH2:28][C:29]([O:31][CH3:32])=[O:30]. (2) Given the product [CH3:1][CH2:2][C@@H:3]([CH:29]([CH3:30])[CH3:31])[CH2:4][CH2:5][C@H:6]([C@@H:8]1[C@@:12]2([CH3:28])[CH2:13][CH2:14][C@@H:15]3[C@@:20]4([CH3:27])[CH2:21][CH2:22][C@H:23]([OH:25])[CH2:24][C:19]4=[CH:18][CH2:17][C@H:16]3[C@@H:11]2[CH2:10][CH2:9]1)[CH3:7], predict the reactants needed to synthesize it. The reactants are: [CH3:1][CH2:2][C@H:3]([CH:29]([CH3:31])[CH3:30])/[CH:4]=[CH:5]/[C@H:6]([C@@H:8]1[C@@:12]2([CH3:28])[CH2:13][CH2:14][C@@H:15]3[C@@:20]4([CH3:27])[CH2:21][CH2:22][CH:23]([O:25]C)[CH2:24][C:19]4=[CH:18][CH2:17][C@H:16]3[C@@H:11]2[CH2:10][CH2:9]1)[CH3:7].[H][H].O.CC1C=CC(S(O)(=O)=O)=CC=1. (3) The reactants are: Cl[C:2]1[N:10]=[CH:9][N:8]=[C:7]2[C:3]=1[N:4]=[CH:5][N:6]2[C@@H:11]1[O:18][C@H:17]([C:19]#[CH:20])[C@@H:16]2[C@H:12]1[O:13][C:14]([CH3:22])([CH3:21])[O:15]2.N[C@@H:24]1[CH2:28][CH2:27][CH2:26][C@H:25]1[OH:29].C(N(CC)CC)C. Given the product [C:19]([C@@H:17]1[C@@H:16]2[C@@H:12]([O:13][C:14]([CH3:22])([CH3:21])[O:15]2)[C@H:11]([N:6]2[CH:5]=[N:4][C:3]3[C:7]2=[N:8][CH:9]=[N:10][C:2]=3[CH:24]2[CH2:28][CH2:27][CH2:26][CH:25]2[OH:29])[O:18]1)#[CH:20], predict the reactants needed to synthesize it. (4) The reactants are: [Cl:1][C:2]1[CH:11]=[C:10]2[C:5]([CH:6]=[CH:7][CH:8]=[C:9]2[CH3:12])=[CH:4][CH:3]=1.[Br:13]N1C(=O)CCC1=O. Given the product [Br:13][CH2:12][C:9]1[C:10]2[C:5](=[CH:4][CH:3]=[C:2]([Cl:1])[CH:11]=2)[CH:6]=[CH:7][CH:8]=1, predict the reactants needed to synthesize it. (5) Given the product [NH2:30][C:5]([CH2:4][OH:3])([CH2:6][OH:7])[CH2:8][CH2:9][C:10]1[CH:15]=[CH:14][C:13]([C:16]2[S:17][C:18]([C:21]([C:22]3[CH:23]=[CH:24][C:25]([CH3:28])=[CH:26][CH:27]=3)=[O:29])=[CH:19][CH:20]=2)=[CH:12][CH:11]=1, predict the reactants needed to synthesize it. The reactants are: CC1(C)[O:7][CH2:6][C:5]([NH:30]C(=O)C)([CH2:8][CH2:9][C:10]2[CH:15]=[CH:14][C:13]([C:16]3[S:17][C:18]([C:21](=[O:29])[C:22]4[CH:27]=[CH:26][C:25]([CH3:28])=[CH:24][CH:23]=4)=[CH:19][CH:20]=3)=[CH:12][CH:11]=2)[CH2:4][O:3]1.Cl.